This data is from Full USPTO retrosynthesis dataset with 1.9M reactions from patents (1976-2016). The task is: Predict the reactants needed to synthesize the given product. Given the product [Cl:1][CH2:2][CH2:3][CH2:4][CH2:5][N:6]1[C:7]2[C:16]3[CH:15]=[CH:14][CH:13]=[CH:12][C:11]=3[N:10]=[CH:9][C:8]=2[N:17]=[C:18]1[CH2:19][CH2:20][CH3:21], predict the reactants needed to synthesize it. The reactants are: [Cl:1][CH2:2][CH2:3][CH2:4][CH2:5][NH:6][C:7]1[C:16]2[C:11](=[CH:12][CH:13]=[CH:14][CH:15]=2)[N:10]=[CH:9][C:8]=1[NH2:17].[C:18](OC)(OC)(OC)[CH2:19][CH2:20][CH3:21].